This data is from Catalyst prediction with 721,799 reactions and 888 catalyst types from USPTO. The task is: Predict which catalyst facilitates the given reaction. (1) Reactant: [C:1]([C:3]1[C:4]([C:17]2[CH:22]=[CH:21][C:20]([Cl:23])=[C:19]([Cl:24])[CH:18]=2)=[C:5]([C:14](O)=[O:15])[S:6][C:7]=1[N:8]1[CH2:13][CH2:12][O:11][CH2:10][CH2:9]1)#[N:2].CC[N:27]=C=NCCCN(C)C.C1C=CC2N(O)N=NC=2C=1.[OH-].[NH4+]. Product: [C:1]([C:3]1[C:4]([C:17]2[CH:22]=[CH:21][C:20]([Cl:23])=[C:19]([Cl:24])[CH:18]=2)=[C:5]([C:14]([NH2:27])=[O:15])[S:6][C:7]=1[N:8]1[CH2:13][CH2:12][O:11][CH2:10][CH2:9]1)#[N:2]. The catalyst class is: 2. (2) Reactant: N(C(OCC)=O)=NC(OCC)=O.[NH2:13][C:14]1[CH:19]=[CH:18][C:17]([OH:20])=[CH:16][C:15]=1[N+:21]([O-:23])=[O:22].[CH2:24](O)[C:25]1[CH:30]=[CH:29][CH:28]=[CH:27][CH:26]=1.C1(P(C2C=CC=CC=2)C2C=CC=CC=2)C=CC=CC=1. Product: [CH2:24]([O:20][C:17]1[CH:18]=[CH:19][C:14]([NH2:13])=[C:15]([N+:21]([O-:23])=[O:22])[CH:16]=1)[C:25]1[CH:30]=[CH:29][CH:28]=[CH:27][CH:26]=1. The catalyst class is: 476. (3) Reactant: [CH3:1][S:2](Cl)(=[O:4])=[O:3].[F:6][C:7]1([F:12])[CH2:9][CH:8]1[CH2:10][OH:11].C(N(CC)CC)C.O. Product: [CH3:1][S:2]([O:11][CH2:10][CH:8]1[CH2:9][C:7]1([F:12])[F:6])(=[O:4])=[O:3]. The catalyst class is: 1. (4) Reactant: [Br-].[Br:2][CH2:3][P+](C1C=CC=CC=1)(C1C=CC=CC=1)C1C=CC=CC=1.CC(C)([O-])C.[K+].[N:29]1[C:38]2[C:33](=[CH:34][CH:35]=[CH:36][CH:37]=2)[CH:32]=[CH:31][C:30]=1[CH:39]=O. Product: [Br:2]/[CH:3]=[CH:39]\[C:30]1[CH:31]=[CH:32][C:33]2[C:38](=[CH:37][CH:36]=[CH:35][CH:34]=2)[N:29]=1. The catalyst class is: 1. (5) The catalyst class is: 253. Reactant: [OH:1][C:2]1[CH:7]=[CH:6][C:5]([N:8]2[C:13](=[O:14])[C:12]([CH2:15][C:16]3[CH:21]=[CH:20][C:19]([C:22]4[C:23]([C:28]#[N:29])=[CH:24][CH:25]=[CH:26][CH:27]=4)=[CH:18][CH:17]=3)=[C:11]([CH2:30][CH2:31][CH3:32])[N:10]=[C:9]2[CH3:33])=[CH:4][CH:3]=1.[CH3:34][C:35]1([OH:42])[CH2:40][CH2:39][CH:38](O)[CH2:37][CH2:36]1.C1(P(C2C=CC=CC=2)C2C=CC=CC=2)C=CC=CC=1.[N:63]([C:64]([O:66]C(C)C)=[O:65])=[N:63][C:64]([O:66]C(C)C)=[O:65]. Product: [OH:42][C:35]1([CH3:34])[CH2:40][CH2:39][CH:38]([O:1][C:2]2[CH:3]=[CH:4][C:5]([N:8]3[C:13](=[O:14])[C:12]([CH2:15][C:16]4[CH:21]=[CH:20][C:19]([C:22]5[CH:27]=[CH:26][CH:25]=[CH:24][C:23]=5[C:28]5[NH:63][C:64](=[O:65])[O:66][N:29]=5)=[CH:18][CH:17]=4)=[C:11]([CH2:30][CH2:31][CH3:32])[N:10]=[C:9]3[CH3:33])=[CH:6][CH:7]=2)[CH2:37][CH2:36]1.